From a dataset of NCI-60 drug combinations with 297,098 pairs across 59 cell lines. Regression. Given two drug SMILES strings and cell line genomic features, predict the synergy score measuring deviation from expected non-interaction effect. (1) Drug 1: C1=NC2=C(N1)C(=S)N=CN2. Drug 2: CC1=C(C(=O)C2=C(C1=O)N3CC4C(C3(C2COC(=O)N)OC)N4)N. Cell line: SNB-75. Synergy scores: CSS=42.5, Synergy_ZIP=-12.8, Synergy_Bliss=-5.85, Synergy_Loewe=-2.97, Synergy_HSA=-0.851. (2) Drug 1: CC1C(C(CC(O1)OC2CC(OC(C2O)C)OC3=CC4=CC5=C(C(=O)C(C(C5)C(C(=O)C(C(C)O)O)OC)OC6CC(C(C(O6)C)O)OC7CC(C(C(O7)C)O)OC8CC(C(C(O8)C)O)(C)O)C(=C4C(=C3C)O)O)O)O. Synergy scores: CSS=58.4, Synergy_ZIP=-3.08, Synergy_Bliss=-0.352, Synergy_Loewe=-5.35, Synergy_HSA=-0.375. Drug 2: CCC1(C2=C(COC1=O)C(=O)N3CC4=CC5=C(C=CC(=C5CN(C)C)O)N=C4C3=C2)O.Cl. Cell line: UACC-257. (3) Drug 1: CC1=C2C(C(=O)C3(C(CC4C(C3C(C(C2(C)C)(CC1OC(=O)C(C(C5=CC=CC=C5)NC(=O)OC(C)(C)C)O)O)OC(=O)C6=CC=CC=C6)(CO4)OC(=O)C)OC)C)OC. Drug 2: C1=CC(=CC=C1CCCC(=O)O)N(CCCl)CCCl. Cell line: SN12C. Synergy scores: CSS=62.7, Synergy_ZIP=6.34, Synergy_Bliss=5.18, Synergy_Loewe=4.52, Synergy_HSA=10.4. (4) Drug 1: CS(=O)(=O)C1=CC(=C(C=C1)C(=O)NC2=CC(=C(C=C2)Cl)C3=CC=CC=N3)Cl. Drug 2: CC1CCC2CC(C(=CC=CC=CC(CC(C(=O)C(C(C(=CC(C(=O)CC(OC(=O)C3CCCCN3C(=O)C(=O)C1(O2)O)C(C)CC4CCC(C(C4)OC)OCCO)C)C)O)OC)C)C)C)OC. Cell line: SNB-19. Synergy scores: CSS=29.4, Synergy_ZIP=1.49, Synergy_Bliss=2.01, Synergy_Loewe=-9.83, Synergy_HSA=1.99. (5) Synergy scores: CSS=28.4, Synergy_ZIP=-6.63, Synergy_Bliss=-1.94, Synergy_Loewe=-8.52, Synergy_HSA=0.222. Drug 2: CN(CCCl)CCCl.Cl. Drug 1: C1CN1P(=S)(N2CC2)N3CC3. Cell line: HCT-15.